This data is from Reaction yield outcomes from USPTO patents with 853,638 reactions. The task is: Predict the reaction yield, written as a fraction of the theoretical maximum amount of product (1.0 means a 100% yield; for example, 0.34 means a 34% yield). (1) The reactants are [Cl:1][C:2]([Cl:37])([Cl:36])[CH2:3][O:4][C:5](=[O:35])[C:6]1[CH:11]=[CH:10][CH:9]=[CH:8][C:7]=1[CH2:12][S:13][C:14]1[CH:19]=[CH:18][CH:17]=[C:16]([CH2:20][C:21]([O:23][CH2:24]C2C=CC(C(F)(F)F)=CC=2)=[O:22])[CH:15]=1.Cl[C:39](Cl)(Cl)COC(=O)C1C=CC=CC=1CSC1C=CC=C(CC(O)=O)C=1.[F:64][C:65]([F:76])([F:75])[C:66]1[CH:71]=[CH:70][C:69](C(O)C)=[CH:68][CH:67]=1.Cl. The catalyst is CN(C1C=CN=CC=1)C.CCCCCCC.CCOC(C)=O.C(Cl)Cl.C(Cl)CCl. The product is [Cl:37][C:2]([Cl:1])([Cl:36])[CH2:3][O:4][C:5](=[O:35])[C:6]1[CH:11]=[CH:10][CH:9]=[CH:8][C:7]=1[CH2:12][S:13][C:14]1[CH:19]=[CH:18][CH:17]=[C:16]([CH:20]([C:21]([O:23][CH2:24][CH3:39])=[O:22])[C:69]2[CH:68]=[CH:67][C:66]([C:65]([F:64])([F:75])[F:76])=[CH:71][CH:70]=2)[CH:15]=1. The yield is 0.670. (2) The reactants are [CH3:1][O:2][C:3](=[O:14])[C@@H:4]([NH2:13])[CH2:5][C:6]1[CH:11]=[CH:10][C:9]([OH:12])=[CH:8][CH:7]=1.[CH:15]1[C:24]2[C:19](=[CH:20][CH:21]=[CH:22][CH:23]=2)[CH:18]=[C:17]([C:25](O)=[O:26])[N:16]=1. No catalyst specified. The product is [CH3:1][O:2][C:3](=[O:14])[C@@H:4]([NH:13][C:25]([C:17]1[N:16]=[CH:15][C:24]2[C:19]([CH:18]=1)=[CH:20][CH:21]=[CH:22][CH:23]=2)=[O:26])[CH2:5][C:6]1[CH:11]=[CH:10][C:9]([OH:12])=[CH:8][CH:7]=1. The yield is 0.900. (3) The reactants are [CH3:1][O:2][C:3]([CH:5]1[C:10]([CH3:12])([CH3:11])[S:9][CH2:8][CH2:7][N:6]1[S:13]([C:16]1[CH:21]=[CH:20][C:19]([OH:22])=[CH:18][CH:17]=1)(=[O:15])=[O:14])=[O:4].[O:23]1[CH2:28][CH2:27][CH2:26][CH2:25][CH:24]1[O:29][CH2:30][CH2:31][CH2:32][C:33]#[C:34][CH2:35]O. No catalyst specified. The product is [CH3:1][O:2][C:3]([CH:5]1[C:10]([CH3:12])([CH3:11])[S:9][CH2:8][CH2:7][N:6]1[S:13]([C:16]1[CH:17]=[CH:18][C:19]([O:22][CH2:35][C:34]#[C:33][CH2:32][CH2:31][CH2:30][O:29][CH:24]2[CH2:25][CH2:26][CH2:27][CH2:28][O:23]2)=[CH:20][CH:21]=1)(=[O:15])=[O:14])=[O:4]. The yield is 0.640. (4) The reactants are [Cl:1][C:2]1[CH:3]=[CH:4][C:5]([C:8]([OH:10])=O)=[N:6][CH:7]=1.C1N=C[N:13](C(N2C=NC=C2)=O)[CH:12]=1.CN.C1COCC1. The catalyst is ClCCCl.C(Cl)Cl. The product is [Cl:1][C:2]1[CH:3]=[CH:4][C:5]([C:8]([NH:13][CH3:12])=[O:10])=[N:6][CH:7]=1. The yield is 0.410. (5) The reactants are [CH3:1][S:2]([C:5]1[CH:10]=[CH:9][C:8]([NH:11][C:12](=[O:18])[O:13][C:14]([CH3:17])([CH3:16])[CH3:15])=[CH:7][CH:6]=1)(=[NH:4])=[O:3].[Br:19][C:20]1[CH:21]=[N:22][CH:23]=[C:24]([CH:28]=1)[C:25](O)=[O:26]. No catalyst specified. The product is [Br:19][C:20]1[CH:28]=[C:24]([C:25]([N:4]=[S:2]([C:5]2[CH:6]=[CH:7][C:8]([NH:11][C:12](=[O:18])[O:13][C:14]([CH3:15])([CH3:17])[CH3:16])=[CH:9][CH:10]=2)([CH3:1])=[O:3])=[O:26])[CH:23]=[N:22][CH:21]=1. The yield is 0.750.